Dataset: Full USPTO retrosynthesis dataset with 1.9M reactions from patents (1976-2016). Task: Predict the reactants needed to synthesize the given product. Given the product [CH3:19][CH:18]([NH:17][C:15]([CH:11]1[CH2:10][CH2:9][C:8]2[NH:7][C:6]3[N:5]=[CH:4][N:3]=[C:2]([NH:30][C:28]4[CH:29]=[C:24]5[CH:23]=[N:22][NH:21][C:25]5=[N:26][CH:27]=4)[C:14]=3[C:13]=2[CH2:12]1)=[O:16])[CH3:20], predict the reactants needed to synthesize it. The reactants are: Cl[C:2]1[C:14]2[C:13]3[CH2:12][CH:11]([C:15]([NH:17][CH:18]([CH3:20])[CH3:19])=[O:16])[CH2:10][CH2:9][C:8]=3[NH:7][C:6]=2[N:5]=[CH:4][N:3]=1.[NH:21]1[C:25]2=[N:26][CH:27]=[C:28]([NH2:30])[CH:29]=[C:24]2[CH:23]=[N:22]1.